Dataset: Catalyst prediction with 721,799 reactions and 888 catalyst types from USPTO. Task: Predict which catalyst facilitates the given reaction. Reactant: Br[C:2]1[C:3]2[N:4]([N:9]=[C:10]([NH2:12])[N:11]=2)[CH:5]=[C:6]([CH3:8])[CH:7]=1.[F:13][C:14]1[CH:15]=[C:16](B(O)O)[CH:17]=[CH:18][C:19]=1[F:20]. Product: [F:13][C:14]1[CH:15]=[C:16]([C:2]2[C:3]3[N:4]([N:9]=[C:10]([NH2:12])[N:11]=3)[CH:5]=[C:6]([CH3:8])[CH:7]=2)[CH:17]=[CH:18][C:19]=1[F:20]. The catalyst class is: 216.